Dataset: Full USPTO retrosynthesis dataset with 1.9M reactions from patents (1976-2016). Task: Predict the reactants needed to synthesize the given product. Given the product [ClH:1].[CH3:11][O:9][C:8](=[O:10])[C@H:3]([CH2:4][CH2:5][CH2:6][NH2:7])[NH2:2], predict the reactants needed to synthesize it. The reactants are: [ClH:1].[NH2:2][C@H:3]([C:8]([OH:10])=[O:9])[CH2:4][CH2:5][CH2:6][NH2:7].[CH3:11]O.